From a dataset of Catalyst prediction with 721,799 reactions and 888 catalyst types from USPTO. Predict which catalyst facilitates the given reaction. (1) Reactant: [P:1]([O:9][CH2:10][C@H:11]1[O:15][C@@H:14]([N:16]2[CH:23]=[C:22]([OH:24])[C:20]([NH2:21])=[N:19][C:17]2=[O:18])[C@H:13](O)[C@@H:12]1[OH:26])([O:4][P:5]([OH:8])([OH:7])=[O:6])(=[O:3])[OH:2].[P:27](OC[C@H]1O[C@@H](N2C=CC(N)=NC2=O)C[C@@H]1O)([O:30][P:27]([O:30][P:27]([OH:30])([OH:28])=[O:29])([OH:28])=[O:29])(=[O:29])[OH:28].[Na].BrBr. Product: [P:1]([O:9][CH2:10][C@H:11]1[O:15][C@@H:14]([N:16]2[CH:23]=[C:22]([OH:24])[C:20]([NH2:21])=[N:19][C:17]2=[O:18])[CH2:13][C@@H:12]1[OH:26])([O:4][P:5]([O:8][P:27]([OH:30])([OH:29])=[O:28])([OH:7])=[O:6])(=[O:3])[OH:2]. The catalyst class is: 6. (2) Reactant: [P:1]([O:11][CH2:12][C:13]1[C:18]([CH3:19])=[CH:17][CH:16]=[CH:15][C:14]=1[CH2:20][O:21][Si](C(C)(C)C)(C)C)([O:7][CH2:8][CH:9]=[CH2:10])([O:3][CH2:4][CH:5]=[CH2:6])=[O:2].[F-].C([N+](CCCC)(CCCC)CCCC)CCC.O.C(OCC)(=O)C. Product: [P:1]([O:11][CH2:12][C:13]1[C:18]([CH3:19])=[CH:17][CH:16]=[CH:15][C:14]=1[CH2:20][OH:21])([O:7][CH2:8][CH:9]=[CH2:10])([O:3][CH2:4][CH:5]=[CH2:6])=[O:2]. The catalyst class is: 188. (3) Reactant: [CH3:1][C:2]1[NH:6][N:5]=[C:4]([C:7]([O:9][CH2:10][CH3:11])=[O:8])[CH:3]=1.[Cl:12]N1C(=O)CCC1=O.O. Product: [Cl:12][C:3]1[C:4]([C:7]([O:9][CH2:10][CH3:11])=[O:8])=[N:5][NH:6][C:2]=1[CH3:1]. The catalyst class is: 3. (4) Reactant: [I:1][C:2]1[C:3]([C:7]([OH:9])=O)=[N:4][NH:5][CH:6]=1.Cl.Cl.[CH3:12][O:13][C:14]1[CH:15]=[C:16]([NH2:21])[C:17]([NH2:20])=[CH:18][CH:19]=1.CN(C(ON1N=NC2C=CC=NC1=2)=[N+](C)C)C.F[P-](F)(F)(F)(F)F.C(N(C(C)C)CC)(C)C. Product: [NH2:20][C:17]1[CH:18]=[CH:19][C:14]([O:13][CH3:12])=[CH:15][C:16]=1[NH:21][C:7]([C:3]1[C:2]([I:1])=[CH:6][NH:5][N:4]=1)=[O:9]. The catalyst class is: 31.